Dataset: Full USPTO retrosynthesis dataset with 1.9M reactions from patents (1976-2016). Task: Predict the reactants needed to synthesize the given product. (1) The reactants are: [CH3:1][O:2][C:3]1[CH:4]=[C:5]2[C:10](=[CH:11][C:12]=1[O:13][CH3:14])[N:9]=[CH:8][N:7]=[C:6]2[O:15][C:16]1[CH:22]=[CH:21][C:19]([NH2:20])=[CH:18][C:17]=1[CH3:23].[CH3:24][O:25][C:26]1[CH:31]=[CH:30][CH:29]=[CH:28][C:27]=1[N:32]=[C:33]=[O:34].CO. Given the product [CH3:1][O:2][C:3]1[CH:4]=[C:5]2[C:10](=[CH:11][C:12]=1[O:13][CH3:14])[N:9]=[CH:8][N:7]=[C:6]2[O:15][C:16]1[CH:22]=[CH:21][C:19]([NH:20][C:33]([NH:32][C:27]2[CH:28]=[CH:29][CH:30]=[CH:31][C:26]=2[O:25][CH3:24])=[O:34])=[CH:18][C:17]=1[CH3:23], predict the reactants needed to synthesize it. (2) Given the product [Cl:12][C:13]1[N:21]=[C:20]([NH2:22])[N:19]=[C:18]2[C:14]=1[N:15]=[CH:16][N:17]2[CH2:2][C:3]1[C:8]([CH3:9])=[C:7]([CH3:10])[C:6]([CH3:11])=[CH:5][N:4]=1, predict the reactants needed to synthesize it. The reactants are: Br[CH2:2][C:3]1[C:8]([CH3:9])=[C:7]([CH3:10])[C:6]([CH3:11])=[CH:5][N:4]=1.[Cl:12][C:13]1[N:21]=[C:20]([NH2:22])[N:19]=[C:18]2[C:14]=1[N:15]=[CH:16][NH:17]2.C([O-])([O-])=O.[K+].[K+]. (3) Given the product [OH:38][C:25]1[C:24](=[O:23])[N:13]([C:14]2[N:15]=[N:16][C:17]([CH3:20])=[CH:18][CH:19]=2)[CH:11]([C:3]2[CH:2]=[CH:1][C:6]([C:7]([F:8])([F:9])[F:10])=[CH:5][N:4]=2)[C:26]=1[C:27](=[O:28])[C:29]1[CH:34]=[CH:33][C:32]([CH:35]([CH3:37])[CH3:36])=[CH:31][CH:30]=1, predict the reactants needed to synthesize it. The reactants are: [CH:1]1[C:6]([C:7]([F:10])([F:9])[F:8])=[CH:5][N:4]=[C:3]([CH:11]=O)[CH:2]=1.[NH2:13][C:14]1[N:15]=[N:16][C:17]([CH3:20])=[CH:18][CH:19]=1.C([O:23][C:24](=O)[C:25]([OH:38])=[CH:26][C:27]([C:29]1[CH:34]=[CH:33][C:32]([CH:35]([CH3:37])[CH3:36])=[CH:31][CH:30]=1)=[O:28])C. (4) Given the product [N:11]1([C:14]2[CH:19]=[CH:18][CH:17]=[CH:16][N:15]=2)[CH2:12][CH2:13][CH:8]([C:6]([OH:7])=[O:5])[CH2:9][CH2:10]1, predict the reactants needed to synthesize it. The reactants are: [OH-].[Na+].C([O:5][C:6]([CH:8]1[CH2:13][CH2:12][N:11]([C:14]2[CH:19]=[CH:18][CH:17]=[CH:16][N:15]=2)[CH2:10][CH2:9]1)=[O:7])C. (5) Given the product [ClH:1].[C:32]1([C:35]2[CH:40]=[CH:39][CH:38]=[CH:37][CH:36]=2)[CH:31]=[CH:30][C:29]([CH2:28][CH:16]2[C:17]3[C:12](=[CH:11][C:10]([OH:9])=[C:19]([OH:20])[CH:18]=3)[CH2:13][CH2:14][N:15]2[CH3:41])=[CH:34][CH:33]=1, predict the reactants needed to synthesize it. The reactants are: [ClH:1].C([O:9][C:10]1[CH:11]=[C:12]2[C:17](=[CH:18][C:19]=1[O:20]CC1C=CC=CC=1)[CH:16]([CH2:28][C:29]1[CH:34]=[CH:33][C:32]([C:35]3[CH:40]=[CH:39][CH:38]=[CH:37][CH:36]=3)=[CH:31][CH:30]=1)[N:15]([CH3:41])[CH2:14][CH2:13]2)C1C=CC=CC=1. (6) Given the product [NH2:1][C:2]1[C:10]2[C:5](=[CH:6][CH:7]=[CH:8][C:9]=2[F:11])[C:4]([C:19]2[CH:20]=[C:21]([CH3:27])[C:22](=[O:26])[N:23]([CH3:25])[CH:24]=2)([C:12]2[CH:17]=[CH:16][CH:15]=[C:14]([C:34]3[CH:33]=[N:32][CH:31]=[C:30]([O:29][CH3:28])[CH:35]=3)[CH:13]=2)[N:3]=1, predict the reactants needed to synthesize it. The reactants are: [NH2:1][C:2]1[C:10]2[C:5](=[CH:6][CH:7]=[CH:8][C:9]=2[F:11])[C:4]([C:19]2[CH:20]=[C:21]([CH3:27])[C:22](=[O:26])[N:23]([CH3:25])[CH:24]=2)([C:12]2[CH:17]=[CH:16][CH:15]=[C:14](Br)[CH:13]=2)[N:3]=1.[CH3:28][O:29][C:30]1[CH:31]=[N:32][CH:33]=[C:34](B2OC(C)(C)C(C)(C)O2)[CH:35]=1.C(=O)([O-])[O-].[K+].[K+].CN(C=O)C.